The task is: Predict which catalyst facilitates the given reaction.. This data is from Catalyst prediction with 721,799 reactions and 888 catalyst types from USPTO. (1) Reactant: [F:1][C:2]1[CH:10]=[CH:9][C:8]2[NH:7][C:6]3[CH:11]([CH2:14][C:15]([OH:17])=[O:16])[CH2:12][CH2:13][C:5]=3[C:4]=2[CH:3]=1.[Br-:18].[Br-].[Br-].[NH+]1C=CC=CC=1.[NH+]1C=CC=CC=1.[NH+]1C=CC=CC=1. Product: [Br:18][C:9]1[C:8]2[NH:7][C:6]3[CH:11]([CH2:14][C:15]([OH:17])=[O:16])[CH2:12][CH2:13][C:5]=3[C:4]=2[CH:3]=[C:2]([F:1])[CH:10]=1. The catalyst class is: 17. (2) Reactant: P(Cl)(Cl)Cl.[Cl:5][C:6]1[CH:7]=[C:8]([C:13]2[N+:14]([O-])=[CH:15][CH:16]=[C:17]([Cl:19])[CH:18]=2)[N+:9]([O-])=[CH:10][CH:11]=1.[OH-].[Na+]. Product: [Cl:19][C:17]1[CH:16]=[CH:15][N:14]=[C:13]([C:8]2[CH:7]=[C:6]([Cl:5])[CH:11]=[CH:10][N:9]=2)[CH:18]=1. The catalyst class is: 22. (3) Reactant: [Cl:1][C:2]1[CH:32]=[C:31]([O:33]C)[C:5]2[NH:6][C:7](=[O:30])[CH:8]([CH2:22][C:23]3[CH:28]=[CH:27][CH:26]=[CH:25][C:24]=3[Cl:29])[N:9]=[C:10]([C:11]3[CH:21]=[CH:20][C:14]4[NH:15][C:16](=[O:19])[N:17]([CH3:18])[C:13]=4[CH:12]=3)[C:4]=2[CH:3]=1.B(Br)(Br)Br. Product: [Cl:1][C:2]1[CH:32]=[C:31]([OH:33])[C:5]2[NH:6][C:7](=[O:30])[CH:8]([CH2:22][C:23]3[CH:28]=[CH:27][CH:26]=[CH:25][C:24]=3[Cl:29])[N:9]=[C:10]([C:11]3[CH:21]=[CH:20][C:14]4[NH:15][C:16](=[O:19])[N:17]([CH3:18])[C:13]=4[CH:12]=3)[C:4]=2[CH:3]=1. The catalyst class is: 4. (4) Reactant: O.[C:2]([OH:6])(=[O:5])[CH:3]=[O:4].[CH3:7][C:8]([CH3:13])([CH2:11]O)[CH2:9][OH:10]. Product: [C:2]([CH:3]1[O:10][CH2:9][C:8]([CH3:13])([CH3:11])[CH2:7][O:4]1)([OH:6])=[O:5]. The catalyst class is: 48. (5) Reactant: [CH3:1][O:2][C:3](=[O:19])[C:4]1[CH:9]=[C:8]([NH2:10])[CH:7]=[CH:6][C:5]=1[O:11][Si:12]([C:15]([CH3:18])([CH3:17])[CH3:16])([CH3:14])[CH3:13].Cl[CH2:21][CH2:22][O:23][CH2:24][CH2:25]Cl.C(N(C(C)C)CC)(C)C.C([O-])(O)=O.[Na+]. Product: [CH3:1][O:2][C:3](=[O:19])[C:4]1[CH:9]=[C:8]([N:10]2[CH2:25][CH2:24][O:23][CH2:22][CH2:21]2)[CH:7]=[CH:6][C:5]=1[O:11][Si:12]([C:15]([CH3:16])([CH3:18])[CH3:17])([CH3:13])[CH3:14]. The catalyst class is: 3. (6) Product: [NH:34]1[CH2:35][CH2:36][CH2:37][C@H:33]1[C:31]1[NH:32][C:28]2[CH:27]=[CH:26][C:25]([C:20]3[CH:21]=[C:22]4[C:17](=[CH:18][CH:19]=3)[CH:16]=[C:15]([C:12]3[CH:13]=[CH:14][C:8]5[NH:7][C:6]([C@@H:2]6[CH2:3][CH2:4][CH2:5][N:1]6[C:46]([O:48][C:49]([CH3:52])([CH3:51])[CH3:50])=[O:47])=[N:10][C:9]=5[CH:11]=3)[CH:24]=[CH:23]4)=[CH:38][C:29]=2[N:30]=1. The catalyst class is: 241. Reactant: [NH:1]1[CH2:5][CH2:4][CH2:3][C@H:2]1[C:6]1[NH:10][C:9]2[CH:11]=[C:12]([C:15]3[CH:24]=[CH:23][C:22]4[C:17](=[CH:18][CH:19]=[C:20]([C:25]5[CH:26]=[CH:27][C:28]6[N:32]=[C:31]([C@@H:33]7[CH2:37][CH2:36][CH2:35][NH:34]7)[NH:30][C:29]=6[CH:38]=5)[CH:21]=4)[CH:16]=3)[CH:13]=[CH:14][C:8]=2[N:7]=1.C(N(CC)CC)C.[C:46](O[C:46]([O:48][C:49]([CH3:52])([CH3:51])[CH3:50])=[O:47])([O:48][C:49]([CH3:52])([CH3:51])[CH3:50])=[O:47].